Dataset: Reaction yield outcomes from USPTO patents with 853,638 reactions. Task: Predict the reaction yield, written as a fraction of the theoretical maximum amount of product (1.0 means a 100% yield; for example, 0.34 means a 34% yield). The reactants are [C:1]([C:3]1[C:12]2[C:7](=[CH:8][CH:9]=[CH:10][CH:11]=2)[C:6](F)=[CH:5][CH:4]=1)#[N:2].[NH:14]1[CH2:19][CH2:18][CH2:17][CH:16]([CH2:20][NH:21][C:22](=[O:28])[O:23][C:24]([CH3:27])([CH3:26])[CH3:25])[CH2:15]1.C1CCN2C(=NCCC2)CC1. The catalyst is N1C=CC=CC=1. The product is [C:24]([O:23][C:22](=[O:28])[NH:21][CH2:20][CH:16]1[CH2:17][CH2:18][CH2:19][N:14]([C:6]2[C:7]3[C:12](=[CH:11][CH:10]=[CH:9][CH:8]=3)[C:3]([C:1]#[N:2])=[CH:4][CH:5]=2)[CH2:15]1)([CH3:27])([CH3:25])[CH3:26]. The yield is 0.710.